This data is from Full USPTO retrosynthesis dataset with 1.9M reactions from patents (1976-2016). The task is: Predict the reactants needed to synthesize the given product. (1) Given the product [F:10][C:11]1[CH:16]=[CH:15][C:14]([C:17](=[O:19])[CH2:18][C:5]2[CH:6]=[CH:7][CH:8]=[C:3]([O:2][CH3:1])[CH:4]=2)=[CH:13][CH:12]=1, predict the reactants needed to synthesize it. The reactants are: [CH3:1][O:2][C:3]1[CH:4]=[C:5](Cl)[CH:6]=[CH:7][CH:8]=1.[F:10][C:11]1[CH:16]=[CH:15][C:14]([C:17](=[O:19])[CH3:18])=[CH:13][CH:12]=1.P. (2) Given the product [CH3:18][N:16]1[CH:17]=[C:13]([N:8]2[CH:9]=[CH:10][C:11](=[O:12])[C:6]([CH2:5][C:4]3[CH:19]=[CH:20][CH:21]=[C:2]([N:1]4[CH2:30][CH2:31][CH2:32][C:33]4=[O:34])[CH:3]=3)=[N:7]2)[CH:14]=[N:15]1, predict the reactants needed to synthesize it. The reactants are: [NH2:1][C:2]1[CH:3]=[C:4]([CH:19]=[CH:20][CH:21]=1)[CH2:5][C:6]1[C:11](=[O:12])[CH:10]=[CH:9][N:8]([C:13]2[CH:14]=[N:15][N:16]([CH3:18])[CH:17]=2)[N:7]=1.CCN(CC)CC.Br[CH2:30][CH2:31][CH2:32][C:33](Cl)=[O:34]. (3) Given the product [Cl:41][C:34]1[C:35]([F:40])=[CH:36][CH:37]=[C:38]([Cl:39])[C:33]=1[C@H:31]([O:30][C:3]1[CH:4]=[C:5]([C:8]2[CH:9]=[N:10][C:11]([N:16]3[CH2:21][CH2:20][NH:19][CH2:18][C@@H:17]3[CH3:29])=[CH:12][C:13]=2[O:14][CH3:15])[CH:6]=[N:7][C:2]=1[NH2:1])[CH3:32], predict the reactants needed to synthesize it. The reactants are: [NH2:1][C:2]1[N:7]=[CH:6][C:5]([C:8]2[CH:9]=[N:10][C:11]([N:16]3[CH2:21][CH2:20][N:19](C(OC(C)(C)C)=O)[CH2:18][C@@H:17]3[CH3:29])=[CH:12][C:13]=2[O:14][CH3:15])=[CH:4][C:3]=1[O:30][C@@H:31]([C:33]1[C:38]([Cl:39])=[CH:37][CH:36]=[C:35]([F:40])[C:34]=1[Cl:41])[CH3:32].[OH-].[Na+]. (4) Given the product [C:32]1([CH2:31][CH2:30][C:29]2[C:20]([C:18]([OH:19])=[O:17])=[N:21][C:22]3[C:27]([C:28]=2[OH:38])=[CH:26][CH:25]=[CH:24][C:23]=3[NH2:39])[CH:33]=[CH:34][CH:35]=[CH:36][CH:37]=1, predict the reactants needed to synthesize it. The reactants are: OC1C2C(=C(N)C=CC=2)N=C(C(O)=O)C=1.C[O:17][C:18]([C:20]1[C:29]([CH2:30][CH2:31][C:32]2[CH:37]=[CH:36][CH:35]=[CH:34][CH:33]=2)=[C:28]([OH:38])[C:27]2[C:22](=[C:23]([NH2:39])[CH:24]=[CH:25][CH:26]=2)[N:21]=1)=[O:19]. (5) Given the product [Cl:1][C:2]1[CH:7]=[CH:6][N:5]=[C:4]([CH2:8][NH:9][C:10]2[O:11][C:12]3[C:18]([O:19][CH3:20])=[CH:17][C:16]([C:21]([OH:23])=[O:22])=[CH:15][C:13]=3[N:14]=2)[CH:3]=1, predict the reactants needed to synthesize it. The reactants are: [Cl:1][C:2]1[CH:7]=[CH:6][N:5]=[C:4]([CH2:8][NH:9][C:10]2[O:11][C:12]3[C:18]([O:19][CH3:20])=[CH:17][C:16]([C:21]([O:23]C)=[O:22])=[CH:15][C:13]=3[N:14]=2)[CH:3]=1.[OH-].[Na+]. (6) Given the product [O:26]([C:22]1[CH:21]=[C:20]([C:15]23[CH2:18][CH2:19][C:12]([OH:11])([CH2:17][CH2:16]2)[CH2:13][O:14]3)[CH:25]=[CH:24][CH:23]=1)[C:27]1[CH:32]=[CH:31][CH:30]=[CH:29][CH:28]=1, predict the reactants needed to synthesize it. The reactants are: CC1(C)CC(O)CC(C)(C)N1[O:11][C:12]12[CH2:19][CH2:18][C:15]([C:20]3[CH:25]=[CH:24][CH:23]=[C:22]([O:26][C:27]4[CH:32]=[CH:31][CH:30]=[CH:29][CH:28]=4)[CH:21]=3)([CH2:16][CH2:17]1)[O:14][CH2:13]2.CC(O)=O.O. (7) Given the product [CH2:16]([O:15][CH2:14][CH2:13][CH2:12][C:11]([C:10]1[N:6]=[CH:7][NH:8][CH:9]=1)=[O:23])[C:17]1[CH:18]=[CH:19][CH:20]=[CH:21][CH:22]=1, predict the reactants needed to synthesize it. The reactants are: CN(C)S([N:6]1[C:10]([C:11](=[O:23])[CH2:12][CH2:13][CH2:14][O:15][CH2:16][C:17]2[CH:22]=[CH:21][CH:20]=[CH:19][CH:18]=2)=[CH:9][N:8]=[C:7]1[Si](C(C)(C)C)(C)C)(=O)=O.Cl. (8) Given the product [C:31]1([C:7]([C:1]2[CH:6]=[CH:5][CH:4]=[CH:3][CH:2]=2)([C:25]2[CH:26]=[CH:27][CH:28]=[CH:29][CH:30]=2)[N:8]2[CH:12]=[N:11][C:10]([S:13][CH2:14][CH2:15][O:16][C:17]3[CH:22]=[C:21]([CH2:23][NH2:24])[CH:20]=[CH:19][N:18]=3)=[N:9]2)[CH:36]=[CH:35][CH:34]=[CH:33][CH:32]=1, predict the reactants needed to synthesize it. The reactants are: [C:1]1([C:7]([C:31]2[CH:36]=[CH:35][CH:34]=[CH:33][CH:32]=2)([C:25]2[CH:30]=[CH:29][CH:28]=[CH:27][CH:26]=2)[N:8]2[CH:12]=[N:11][C:10]([S:13][CH2:14][CH2:15][O:16][C:17]3[CH:22]=[C:21]([C:23]#[N:24])[CH:20]=[CH:19][N:18]=3)=[N:9]2)[CH:6]=[CH:5][CH:4]=[CH:3][CH:2]=1.[H-].[Al+3].[Li+].[H-].[H-].[H-].O.[OH-].[Na+].